Predict which catalyst facilitates the given reaction. From a dataset of Catalyst prediction with 721,799 reactions and 888 catalyst types from USPTO. (1) Reactant: [N:1]1[C:10]2[C:5](=[CH:6][CH:7]=[CH:8][CH:9]=2)[CH:4]=[CH:3][CH:2]=1.CC(C[AlH]CC(C)C)C.C1(C)C=CC=CC=1.[C:27](OC(=O)C)(=[O:29])[CH3:28]. Product: [C:27]([N:1]1[C:10]2[C:5](=[CH:6][CH:7]=[CH:8][CH:9]=2)[CH:4]=[CH:3][CH2:2]1)(=[O:29])[CH3:28]. The catalyst class is: 280. (2) Reactant: [NH2:1][C@H:2]1[CH2:6][CH2:5][N:4]([CH:7]([C:27]2[CH:32]=[CH:31][C:30]([F:33])=[CH:29][CH:28]=2)[C:8]([N:10]([CH2:12][C:13]2[C:22]3[C:17](=[CH:18][CH:19]=[CH:20][CH:21]=3)[CH:16]=[C:15]([C:23]#[N:24])[C:14]=2[O:25][CH3:26])[CH3:11])=[O:9])[CH2:3]1.C(=O)([O-])[O-].[K+].[K+].C1(C)C=CC(S(O[CH2:50][CH2:51][O:52][CH2:53][CH2:54]OS(C2C=CC(C)=CC=2)(=O)=O)(=O)=O)=CC=1. Product: [C:23]([C:15]1[C:14]([O:25][CH3:26])=[C:13]([CH2:12][N:10]([CH3:11])[C:8](=[O:9])[CH:7]([C:27]2[CH:32]=[CH:31][C:30]([F:33])=[CH:29][CH:28]=2)[N:4]2[CH2:5][CH2:6][C@H:2]([N:1]3[CH2:54][CH2:53][O:52][CH2:51][CH2:50]3)[CH2:3]2)[C:22]2[C:17]([CH:16]=1)=[CH:18][CH:19]=[CH:20][CH:21]=2)#[N:24]. The catalyst class is: 10. (3) Reactant: [OH:1][C@H:2]1[CH2:7][CH2:6][C@H:5]([C:8]([O:10][CH3:11])=[O:9])[CH2:4][CH2:3]1.O[C:13]1[CH:25]=[CH:24][C:16]([C:17]([O:19][C:20]([CH3:23])([CH3:22])[CH3:21])=[O:18])=[CH:15][CH:14]=1.C1(P(C2C=CC=CC=2)C2C=CC=CC=2)C=CC=CC=1.N(C(OC(C)C)=O)=NC(OC(C)C)=O. Product: [CH3:11][O:10][C:8]([C@@H:5]1[CH2:4][CH2:3][C@H:2]([O:1][C:13]2[CH:25]=[CH:24][C:16]([C:17]([O:19][C:20]([CH3:21])([CH3:22])[CH3:23])=[O:18])=[CH:15][CH:14]=2)[CH2:7][CH2:6]1)=[O:9]. The catalyst class is: 7.